From a dataset of Peptide-MHC class II binding affinity with 134,281 pairs from IEDB. Regression. Given a peptide amino acid sequence and an MHC pseudo amino acid sequence, predict their binding affinity value. This is MHC class II binding data. (1) The peptide sequence is YTVFETALKKAITAM. The MHC is DRB1_0802 with pseudo-sequence DRB1_0802. The binding affinity (normalized) is 0.553. (2) The peptide sequence is GPVFTFLAYLVLDPL. The MHC is HLA-DQA10101-DQB10501 with pseudo-sequence HLA-DQA10101-DQB10501. The binding affinity (normalized) is 0.622. (3) The peptide sequence is QIYFESYVRPFVATT. The MHC is DRB1_0802 with pseudo-sequence DRB1_0802. The binding affinity (normalized) is 0.792. (4) The peptide sequence is LKGIQSLRKLSSVCL. The MHC is DRB1_0401 with pseudo-sequence DRB1_0401. The binding affinity (normalized) is 0.784. (5) The peptide sequence is LPWTSGATTETPTWN. The MHC is DRB1_0802 with pseudo-sequence DRB1_0802. The binding affinity (normalized) is 0.200.